Dataset: NCI-60 drug combinations with 297,098 pairs across 59 cell lines. Task: Regression. Given two drug SMILES strings and cell line genomic features, predict the synergy score measuring deviation from expected non-interaction effect. (1) Drug 1: CN1CCC(CC1)COC2=C(C=C3C(=C2)N=CN=C3NC4=C(C=C(C=C4)Br)F)OC. Drug 2: C1=NC2=C(N1)C(=S)N=CN2. Cell line: 786-0. Synergy scores: CSS=7.46, Synergy_ZIP=-11.5, Synergy_Bliss=-21.3, Synergy_Loewe=-39.1, Synergy_HSA=-21.7. (2) Drug 1: C1CC(=O)NC(=O)C1N2CC3=C(C2=O)C=CC=C3N. Drug 2: CC(C1=C(C=CC(=C1Cl)F)Cl)OC2=C(N=CC(=C2)C3=CN(N=C3)C4CCNCC4)N. Cell line: NCIH23. Synergy scores: CSS=16.6, Synergy_ZIP=0.778, Synergy_Bliss=1.47, Synergy_Loewe=-1.65, Synergy_HSA=2.22. (3) Drug 1: C1CN1P(=S)(N2CC2)N3CC3. Drug 2: CC1=C(C=C(C=C1)NC(=O)C2=CC=C(C=C2)CN3CCN(CC3)C)NC4=NC=CC(=N4)C5=CN=CC=C5. Cell line: NCI-H460. Synergy scores: CSS=16.0, Synergy_ZIP=-1.58, Synergy_Bliss=-3.65, Synergy_Loewe=-21.6, Synergy_HSA=-4.75.